The task is: Predict which catalyst facilitates the given reaction.. This data is from Catalyst prediction with 721,799 reactions and 888 catalyst types from USPTO. (1) Reactant: [CH3:1][O:2][C:3](=[O:8])[CH2:4][CH2:5][CH2:6]Br.[CH2:9]([CH:13]1[CH2:18][CH2:17][NH:16][CH2:15][CH2:14]1)[CH2:10][CH2:11][CH3:12].C(=O)([O-])[O-].[K+].[K+].C(Cl)Cl.CO. Product: [CH3:1][O:2][C:3](=[O:8])[CH2:4][CH2:5][CH2:6][N:16]1[CH2:17][CH2:18][CH:13]([CH2:9][CH2:10][CH2:11][CH3:12])[CH2:14][CH2:15]1. The catalyst class is: 23. (2) Reactant: [Cl:1][C:2]1[CH:3]=[C:4]2[N:22](COCC[Si](C)(C)C)[C:21]([NH:31][C@H:32]3[CH2:36][O:35][C@@H:34]4[C@H:37]([NH:40]C(=O)OC(C)(C)C)[CH2:38][O:39][C@H:33]34)=[N:20][C:5]2=[N:6][C:7]=1[C:8]1[CH:13]=[CH:12][C:11]([C:14]2[CH:19]=[CH:18][CH:17]=[CH:16][CH:15]=2)=[CH:10][CH:9]=1.C(Cl)Cl.[C:51]([OH:57])([C:53]([F:56])([F:55])[F:54])=[O:52]. Product: [F:54][C:53]([F:56])([F:55])[C:51]([OH:57])=[O:52].[Cl:1][C:2]1[CH:3]=[C:4]2[NH:22][C:21]([NH:31][C@@H:32]3[C@H:33]4[O:39][CH2:38][C@@H:37]([NH2:40])[C@H:34]4[O:35][CH2:36]3)=[N:20][C:5]2=[N:6][C:7]=1[C:8]1[CH:13]=[CH:12][C:11]([C:14]2[CH:15]=[CH:16][CH:17]=[CH:18][CH:19]=2)=[CH:10][CH:9]=1. The catalyst class is: 5. (3) Reactant: [N+:1]([C:4]1[CH:9]=[CH:8][C:7]([N:10]2[CH2:15][CH2:14][CH:13]([C:16]([O:18]C)=O)[CH2:12][CH2:11]2)=[CH:6][CH:5]=1)([O-:3])=[O:2].O.[NH2:21][NH2:22]. Product: [N+:1]([C:4]1[CH:9]=[CH:8][C:7]([N:10]2[CH2:15][CH2:14][CH:13]([C:16]([NH:21][NH2:22])=[O:18])[CH2:12][CH2:11]2)=[CH:6][CH:5]=1)([O-:3])=[O:2]. The catalyst class is: 8. (4) Reactant: [CH3:1][N:2]([S:15]([C:18]1[CH:23]=[CH:22][CH:21]=[CH:20][C:19]=1[C:24]([F:27])([F:26])[F:25])(=[O:17])=[O:16])[C:3]1[CH:4]=[CH:5][CH:6]=[C:7]2[C:11]=1[NH:10][C:9]([C:12]([NH2:14])=O)=[CH:8]2.COC1C=CC(P2(SP(C3C=CC(OC)=CC=3)(=S)S2)=[S:37])=CC=1. Product: [CH3:1][N:2]([S:15]([C:18]1[CH:23]=[CH:22][CH:21]=[CH:20][C:19]=1[C:24]([F:27])([F:26])[F:25])(=[O:17])=[O:16])[C:3]1[CH:4]=[CH:5][CH:6]=[C:7]2[C:11]=1[NH:10][C:9]([C:12](=[S:37])[NH2:14])=[CH:8]2. The catalyst class is: 7. (5) Reactant: Br[C:2]1[CH:3]=[CH:4][C:5]2[O:9][C:8]([C:10]([O:12][CH3:13])=[O:11])=[C:7]([CH3:14])[C:6]=2[CH:15]=1.[CH3:16][O:17][CH2:18][CH2:19][NH:20][CH3:21].C(=O)([O-])[O-].[Cs+].[Cs+].CC1(C)C2C=CC=C(P(C3C=CC=CC=3)C3C=CC=CC=3)C=2OC2C1=CC=CC=2P(C1C=CC=CC=1)C1C=CC=CC=1. Product: [CH3:16][O:17][CH2:18][CH2:19][N:20]([CH3:21])[C:2]1[CH:3]=[CH:4][C:5]2[O:9][C:8]([C:10]([O:12][CH3:13])=[O:11])=[C:7]([CH3:14])[C:6]=2[CH:15]=1. The catalyst class is: 101. (6) Reactant: O.[OH-].[Cs+].[N:4]1[CH:9]=[CH:8][CH:7]=[CH:6][C:5]=1[CH:10]([NH2:12])[CH3:11].[C:13]([O:17][C:18]([N:20]1[C:24]2[CH:25]=[CH:26][CH:27]=[CH:28][C:23]=2[N:22]=[C:21]1[CH2:29]Cl)=[O:19])([CH3:16])([CH3:15])[CH3:14]. Product: [C:13]([O:17][C:18]([N:20]1[C:24]2[CH:25]=[CH:26][CH:27]=[CH:28][C:23]=2[NH:22][CH:21]1[CH2:29][NH:12][CH:10]([C:5]1[CH:6]=[CH:7][CH:8]=[CH:9][N:4]=1)[CH3:11])=[O:19])([CH3:16])([CH3:14])[CH3:15]. The catalyst class is: 241.